This data is from Full USPTO retrosynthesis dataset with 1.9M reactions from patents (1976-2016). The task is: Predict the reactants needed to synthesize the given product. Given the product [C:17]([O:8][C:7](=[O:9])[C:6]1[CH:10]=[C:2]([Br:1])[CH:3]=[N:4][CH:5]=1)([CH3:18])([CH3:22])[CH3:16], predict the reactants needed to synthesize it. The reactants are: [Br:1][C:2]1[CH:3]=[N:4][CH:5]=[C:6]([CH:10]=1)[C:7]([OH:9])=[O:8].CCN=C=N[CH2:16][CH2:17][CH2:18]N(C)C.[CH:22](Cl)(Cl)Cl.